The task is: Predict the reactants needed to synthesize the given product.. This data is from Full USPTO retrosynthesis dataset with 1.9M reactions from patents (1976-2016). Given the product [F:8][C:6]1[CH:7]=[C:2]([C:33]2[CH:34]=[CH:35][C:30]([F:29])=[CH:31][CH:32]=2)[C:3]([C:9]([NH:11][C:12]2[CH:13]=[C:14]3[C:18](=[CH:19][CH:20]=2)[N:17]([CH2:21][O:22][CH2:23][CH2:24][Si:25]([CH3:28])([CH3:27])[CH3:26])[N:16]=[CH:15]3)=[O:10])=[N:4][CH:5]=1, predict the reactants needed to synthesize it. The reactants are: Br[C:2]1[C:3]([C:9]([NH:11][C:12]2[CH:13]=[C:14]3[C:18](=[CH:19][CH:20]=2)[N:17]([CH2:21][O:22][CH2:23][CH2:24][Si:25]([CH3:28])([CH3:27])[CH3:26])[N:16]=[CH:15]3)=[O:10])=[N:4][CH:5]=[C:6]([F:8])[CH:7]=1.[F:29][C:30]1[CH:35]=[CH:34][C:33](B(O)O)=[CH:32][CH:31]=1.C([O-])([O-])=O.[Na+].[Na+].